Dataset: Peptide-MHC class I binding affinity with 185,985 pairs from IEDB/IMGT. Task: Regression. Given a peptide amino acid sequence and an MHC pseudo amino acid sequence, predict their binding affinity value. This is MHC class I binding data. The peptide sequence is WFSRDNSYSG. The MHC is HLA-B57:01 with pseudo-sequence HLA-B57:01. The binding affinity (normalized) is 0.141.